This data is from Forward reaction prediction with 1.9M reactions from USPTO patents (1976-2016). The task is: Predict the product of the given reaction. (1) Given the reactants [F:1][C:2]1[CH:7]=[CH:6][C:5]([CH:8]2[CH2:13][CH2:12][N:11]([C:14]([C:16]3[CH:17]=[N:18][C:19]4[N:20]([N:30]=[CH:31][C:32]=4[C:33](O)=[O:34])[C:21]=3[NH:22][C:23]3[CH:28]=[CH:27][CH:26]=[C:25]([CH3:29])[CH:24]=3)=[O:15])[CH2:10][CH2:9]2)=[CH:4][CH:3]=1.[CH2:36]([S:38]([NH2:41])(=[O:40])=[O:39])[CH3:37], predict the reaction product. The product is: [F:1][C:2]1[CH:7]=[CH:6][C:5]([CH:8]2[CH2:13][CH2:12][N:11]([C:14]([C:16]3[CH:17]=[N:18][C:19]4[N:20]([N:30]=[CH:31][C:32]=4[C:33]([NH:41][S:38]([CH2:36][CH3:37])(=[O:40])=[O:39])=[O:34])[C:21]=3[NH:22][C:23]3[CH:28]=[CH:27][CH:26]=[C:25]([CH3:29])[CH:24]=3)=[O:15])[CH2:10][CH2:9]2)=[CH:4][CH:3]=1. (2) Given the reactants [NH2:1][C:2]1[C:3]([C:16]([O:18][CH2:19][CH3:20])=[O:17])=[N:4][CH:5]=[C:6]([CH2:8][C:9]2[CH:14]=[CH:13][C:12]([F:15])=[CH:11][CH:10]=2)[CH:7]=1.C([O-])([O-])=O.[Cs+].[Cs+].CC1(C)C2C(=C(P(C3C=CC=CC=3)C3C=CC=CC=3)C=CC=2)OC2C(P(C3C=CC=CC=3)C3C=CC=CC=3)=CC=CC1=2.[F:69][C:70]1[CH:75]=[CH:74][C:73](I)=[CH:72][CH:71]=1, predict the reaction product. The product is: [F:15][C:12]1[CH:11]=[CH:10][C:9]([CH2:8][C:6]2[CH:7]=[C:2]([NH:1][C:73]3[CH:74]=[CH:75][C:70]([F:69])=[CH:71][CH:72]=3)[C:3]([C:16]([O:18][CH2:19][CH3:20])=[O:17])=[N:4][CH:5]=2)=[CH:14][CH:13]=1. (3) Given the reactants [Cl:1][C:2]1[N:3]=[C:4](Cl)[C:5]2[CH:10]=[CH:9][NH:8][C:6]=2[N:7]=1.[CH3:12][S-:13].[Na+].O, predict the reaction product. The product is: [Cl:1][C:2]1[N:3]=[C:4]([S:13][CH3:12])[C:5]2[CH:10]=[CH:9][NH:8][C:6]=2[N:7]=1. (4) Given the reactants C[O:2][C:3]([C:5]1[CH:13]=[C:12]2[C:8]([C:9]([CH:32]3[CH2:37][CH2:36][CH2:35][CH2:34][CH2:33]3)=[C:10]([C:23]3[CH:28]=[CH:27][C:26]([NH2:29])=[C:25]([CH:30]=O)[CH:24]=3)[N:11]2[CH2:14][C:15]([N:17]2[CH2:22][CH2:21][O:20][CH2:19][CH2:18]2)=[O:16])=[CH:7][CH:6]=1)=[O:4].[Br:38][C:39]1[CH:40]=[C:41]([C:45](=O)[CH3:46])[CH:42]=[CH:43][CH:44]=1, predict the reaction product. The product is: [Br:38][C:39]1[CH:40]=[C:41]([C:45]2[CH:46]=[CH:30][C:25]3[C:26](=[CH:27][CH:28]=[C:23]([C:10]4[N:11]([CH2:14][C:15]([N:17]5[CH2:18][CH2:19][O:20][CH2:21][CH2:22]5)=[O:16])[C:12]5[C:8]([C:9]=4[CH:32]4[CH2:37][CH2:36][CH2:35][CH2:34][CH2:33]4)=[CH:7][CH:6]=[C:5]([C:3]([OH:4])=[O:2])[CH:13]=5)[CH:24]=3)[N:29]=2)[CH:42]=[CH:43][CH:44]=1. (5) The product is: [Cl:1][C:2]1[CH:3]=[C:4]([CH:8]2[CH:9]([C:27]([N:33]3[CH2:32][CH2:31][N:30]([CH2:36][C:37](=[O:38])[N:39]4[CH2:40][CH2:41][CH2:42][CH2:43]4)[CH2:35][CH2:34]3)=[O:29])[NH:10][CH:11]([CH2:22][C:23]([CH3:24])([CH3:26])[CH3:25])[C:12]2([C:15]2[CH:20]=[CH:19][C:18]([Cl:21])=[CH:17][CH:16]=2)[C:13]#[N:14])[CH:5]=[CH:6][CH:7]=1. Given the reactants [Cl:1][C:2]1[CH:3]=[C:4]([CH:8]2[C:12]([C:15]3[CH:20]=[CH:19][C:18]([Cl:21])=[CH:17][CH:16]=3)([C:13]#[N:14])[CH:11]([CH2:22][C:23]([CH3:26])([CH3:25])[CH3:24])[NH:10][CH:9]2[C:27]([OH:29])=O)[CH:5]=[CH:6][CH:7]=1.[N:30]1([CH2:36][C:37]([N:39]2[CH2:43][CH2:42][CH2:41][CH2:40]2)=[O:38])[CH2:35][CH2:34][NH:33][CH2:32][CH2:31]1.CN(C(ON1N=NC2C=CC=NC1=2)=[N+](C)C)C.F[P-](F)(F)(F)(F)F.CCN(C(C)C)C(C)C, predict the reaction product. (6) Given the reactants [F:1][C:2]1[CH:3]=[C:4]([C:13]2[CH:18]=[CH:17][CH:16]=[CH:15][C:14]=2[CH3:19])[C:5]2[O:9][CH:8]([CH2:10][NH2:11])[CH2:7][C:6]=2[CH:12]=1.C(N(C(C)C)CC)(C)C.Cl[C:30]([O:32][CH2:33][C:34]1[CH:39]=[CH:38][CH:37]=[CH:36][CH:35]=1)=[O:31], predict the reaction product. The product is: [CH2:33]([O:32][C:30](=[O:31])[NH:11][CH2:10][CH:8]1[CH2:7][C:6]2[CH:12]=[C:2]([F:1])[CH:3]=[C:4]([C:13]3[CH:18]=[CH:17][CH:16]=[CH:15][C:14]=3[CH3:19])[C:5]=2[O:9]1)[C:34]1[CH:39]=[CH:38][CH:37]=[CH:36][CH:35]=1.